This data is from Full USPTO retrosynthesis dataset with 1.9M reactions from patents (1976-2016). The task is: Predict the reactants needed to synthesize the given product. (1) The reactants are: [CH3:1][N:2]([CH3:23])[CH2:3][CH2:4][O:5][C:6]1[CH:7]=[C:8]([CH3:22])[C:9]2[CH:13]([CH2:14][C:15]([O:17]CC)=[O:16])[O:12][B:11]([OH:20])[C:10]=2[CH:21]=1.[Li+].[OH-].[ClH:26]. Given the product [ClH:26].[CH3:23][N:2]([CH3:1])[CH2:3][CH2:4][O:5][C:6]1[CH:7]=[C:8]([CH3:22])[C:9]2[CH:13]([CH2:14][C:15]([OH:17])=[O:16])[O:12][B:11]([OH:20])[C:10]=2[CH:21]=1, predict the reactants needed to synthesize it. (2) Given the product [CH3:31][C:7]1[CH:8]=[C:9]([O:13][CH2:14][C:15]2[S:19][C:18]([C:20]3[CH:25]=[CH:24][C:23]([C:26]([F:29])([F:27])[F:28])=[CH:22][CH:21]=3)=[N:17][C:16]=2[CH3:30])[CH:10]=[C:11]([CH3:12])[C:6]=1[CH2:5][C@H:4]([O:32][CH2:33][CH3:34])[C:3]([OH:35])=[O:2], predict the reactants needed to synthesize it. The reactants are: C[O:2][C:3](=[O:35])[C@@H:4]([O:32][CH2:33][CH3:34])[CH2:5][C:6]1[C:11]([CH3:12])=[CH:10][C:9]([O:13][CH2:14][C:15]2[S:19][C:18]([C:20]3[CH:25]=[CH:24][C:23]([C:26]([F:29])([F:28])[F:27])=[CH:22][CH:21]=3)=[N:17][C:16]=2[CH3:30])=[CH:8][C:7]=1[CH3:31].[Li+].[OH-]. (3) Given the product [CH3:1][N:2]([C:3]1[CH:8]=[CH:7][CH:6]=[C:5]([N+:9]([O-:11])=[O:10])[CH:4]=1)[C:12](=[O:15])[CH:13]=[CH2:14], predict the reactants needed to synthesize it. The reactants are: [CH3:1][NH:2][C:3]1[CH:8]=[CH:7][CH:6]=[C:5]([N+:9]([O-:11])=[O:10])[CH:4]=1.[C:12](Cl)(=[O:15])[CH:13]=[CH2:14]. (4) Given the product [Br:1][C:2]1[CH:3]=[C:4]([O:10][CH3:11])[C:5]([N+:12]([O-:14])=[O:13])=[C:6]([O:8][CH3:9])[CH:7]=1, predict the reactants needed to synthesize it. The reactants are: [Br:1][C:2]1[CH:7]=[C:6]([O:8][CH3:9])[CH:5]=[C:4]([O:10][CH3:11])[CH:3]=1.[N+:12]([O-])([OH:14])=[O:13]. (5) Given the product [Br:1][C:2]1[CH:10]=[CH:9][C:8]([O:23][C:24]([F:27])([F:26])[F:25])=[C:7]([F:15])[C:3]=1[C:4]([OH:6])=[O:5], predict the reactants needed to synthesize it. The reactants are: [Br:1][C:2]1[CH:10]=[CH:9][C:8](C(F)(F)F)=[C:7]([F:15])[C:3]=1[C:4]([OH:6])=[O:5].BrC1C=CC([O:23][C:24]([F:27])([F:26])[F:25])=C(F)C=1.C(NC(C)C)(C)C.C([Li])CCC.C(=O)=O. (6) Given the product [Na+:19].[CH3:10][C:6]([N:12]1[CH2:17][CH2:16][O:15][CH2:14][CH2:13]1)([CH3:11])[C:7]([O-:9])=[O:8], predict the reactants needed to synthesize it. The reactants are: C(O)CC.Br[C:6]([CH3:11])([CH3:10])[C:7]([OH:9])=[O:8].[NH:12]1[CH2:17][CH2:16][O:15][CH2:14][CH2:13]1.[OH-].[Na+:19]. (7) Given the product [CH3:19][O:21][C:2]1[N:10]=[C:9]([C:11]([F:14])([F:13])[F:12])[N:8]=[C:7]2[C:3]=1[NH:4][CH:5]=[N:6]2, predict the reactants needed to synthesize it. The reactants are: Cl[C:2]1[N:10]=[C:9]([C:11]([F:14])([F:13])[F:12])[N:8]=[C:7]2[C:3]=1[NH:4][CH:5]=[N:6]2.C[O-].[Na+].O.[C:19](OCC)(=[O:21])C. (8) The reactants are: C([O:4][C:5]1[CH:10]=[C:9]([C:11]#[N:12])[C:8](Br)=[C:7]([C:14]#[N:15])[C:6]=1[O:16]C(=O)C)(=O)C.[C:20]([CH2:23][CH2:24][C:25]1[CH:30]=[CH:29][C:28](B(O)O)=[CH:27][CH:26]=1)([OH:22])=[O:21]. Given the product [C:14]([C:7]1[C:6]([OH:16])=[C:5]([OH:4])[CH:10]=[C:9]([C:11]#[N:12])[C:8]=1[C:28]1[CH:29]=[CH:30][C:25]([CH2:24][CH2:23][C:20]([OH:22])=[O:21])=[CH:26][CH:27]=1)#[N:15], predict the reactants needed to synthesize it. (9) Given the product [BrH:23].[CH3:19][C:9]([OH:11])=[O:10].[BrH:23].[CH3:4][CH:3]([CH3:5])[CH2:2][C:1]([NH:49][CH2:48][CH2:47][NH:51][C:39](=[O:41])[CH2:38][CH2:42][CH2:43][CH2:44][CH2:45][NH2:46])=[O:6], predict the reactants needed to synthesize it. The reactants are: [C:1](Cl)(=[O:6])[CH2:2][CH:3]([CH3:5])[CH3:4].Cl.[C:9]([CH:19](N)CN)([O:11]CC1C=CC=CC=1)=[O:10].[BrH:23].CC(O)=O.C([CH:38]([CH2:42][CH2:43][CH2:44][CH2:45][NH2:46])[C:39]([OH:41])=O)(OCC1C=CC=CC=1)=O.[CH:47]1[N:51]=C[N:49](C([N:49]2C=[N:51][CH:47]=[CH:48]2)=O)[CH:48]=1.